This data is from Catalyst prediction with 721,799 reactions and 888 catalyst types from USPTO. The task is: Predict which catalyst facilitates the given reaction. (1) Reactant: [CH3:1][N:2]1[CH2:6][CH2:5][CH2:4][C:3]1=[O:7].[Li+].CC([N-]C(C)C)C.Cl[C:17]([O:19][CH3:20])=[O:18]. Product: [CH3:1][N:2]1[CH2:6][CH2:5][CH:4]([C:17]([O:19][CH3:20])=[O:18])[C:3]1=[O:7]. The catalyst class is: 1. (2) Reactant: [Br:1][C:2]1[CH:10]=[CH:9][CH:8]=[C:7]2[C:3]=1[C:4]([C:14]1[C:15](O)=[CH:16][C:17]3[O:21][CH2:20][CH2:19][C:18]=3[CH:22]=1)([CH2:12][OH:13])[C:5](=[O:11])[NH:6]2.C(P(CCCC)CCCC)CCC.N(C(OC(C)(C)C)=O)=NC(OC(C)(C)C)=O. Product: [Br:1][C:2]1[CH:10]=[CH:9][CH:8]=[C:7]2[C:3]=1[C:4]1([CH2:12][O:13][C:15]3[CH:16]=[C:17]4[C:18](=[CH:22][C:14]1=3)[CH2:19][CH2:20][O:21]4)[C:5](=[O:11])[NH:6]2. The catalyst class is: 13. (3) The catalyst class is: 211. Product: [CH3:1][O:2][C:3](=[O:21])[NH:4][C:5]1[S:6][C:7]2[C:13]([C:14](=[O:18])[CH:15]([Br:17])[CH3:16])=[CH:12][CH:11]=[C:10]([O:19][CH3:20])[C:8]=2[N:9]=1. Reactant: [CH3:1][O:2][C:3](=[O:21])[NH:4][C:5]1[S:6][C:7]2[C:13]([CH:14]([OH:18])[CH:15]([Br:17])[CH3:16])=[CH:12][CH:11]=[C:10]([O:19][CH3:20])[C:8]=2[N:9]=1. (4) Reactant: [P:1]([O-:32])([O-:31])([O:3][CH2:4][C@@H:5]1[C@@H:9]([OH:10])[C@@H:8]([OH:11])[C@H:7]([N:12]2[CH:20]=[N:19][C:18]3[C:13]2=[N:14][CH:15]=[N:16][C:17]=3[C:21]2[CH:26]=[CH:25][CH:24]=[C:23]([C:27]([O:29]C)=[O:28])[CH:22]=2)[O:6]1)=[O:2].C(O)(=O)C.[CH2:37]([N:39]([CH2:42][CH3:43])[CH2:40][CH3:41])[CH3:38]. Product: [C:27]([O-:29])(=[O:28])[CH3:23].[NH4+:12].[P:1]([O-:31])([O-:32])([O:3][CH2:4][C@@H:5]1[C@@H:9]([OH:10])[C@@H:8]([OH:11])[C@H:7]([N:12]2[CH:20]=[N:19][C:18]3[C:13]2=[N:14][CH:15]=[N:16][C:17]=3[C:21]2[CH:26]=[CH:25][CH:24]=[C:23]([C:27]([OH:29])=[O:28])[CH:22]=2)[O:6]1)=[O:2].[CH2:37]([NH+:39]([CH2:42][CH3:43])[CH2:40][CH3:41])[CH3:38]. The catalyst class is: 74. (5) Reactant: F[C:2]1[CH:10]=[N:9][CH:8]=[CH:7][C:3]=1[C:4]([OH:6])=[O:5].[CH3:11][O:12][C:13]1[CH:18]=[CH:17][C:16]([NH2:19])=[CH:15][CH:14]=1.[Li+].C[Si]([N-][Si](C)(C)C)(C)C.Cl. The catalyst class is: 1. Product: [CH3:11][O:12][C:13]1[CH:18]=[CH:17][C:16]([NH:19][C:2]2[CH:10]=[N:9][CH:8]=[CH:7][C:3]=2[C:4]([OH:6])=[O:5])=[CH:15][CH:14]=1. (6) Reactant: [CH:1]([C:3]1([CH2:7][C:8]([O:10][CH3:11])=[O:9])[CH2:6][CH2:5][CH2:4]1)=C.[OH-].[Na+].OO.Cl. Product: [CH2:7]1[C:3]2([CH2:4][CH2:5][CH2:6]2)[CH2:1][CH2:11][O:10][C:8]1=[O:9]. The catalyst class is: 214. (7) Reactant: [S:1](Cl)([C:4]1[C:16]2[CH:15]=[CH:14][CH:13]=[C:9]([N:10]([CH3:12])[CH3:11])[C:8]=2[CH:7]=[CH:6][CH:5]=1)(=[O:3])=[O:2].[CH3:18][O:19][C:20]([C@H:22]1[N:27]2[C:28](=[O:35])[C@@H:29]([NH2:34])[CH2:30][CH2:31][C:32](=[O:33])[N:26]2[CH2:25][CH2:24][CH2:23]1)=[O:21].CCN(C(C)C)C(C)C. Product: [CH3:18][O:19][C:20]([C@H:22]1[N:27]2[C:28](=[O:35])[C@@H:29]([NH:34][S:1]([C:4]3[C:16]4[C:8](=[C:9]([N:10]([CH3:12])[CH3:11])[CH:13]=[CH:14][CH:15]=4)[CH:7]=[CH:6][CH:5]=3)(=[O:3])=[O:2])[CH2:30][CH2:31][C:32](=[O:33])[N:26]2[CH2:25][CH2:24][CH2:23]1)=[O:21]. The catalyst class is: 3.